From a dataset of Catalyst prediction with 721,799 reactions and 888 catalyst types from USPTO. Predict which catalyst facilitates the given reaction. (1) Reactant: [Cl:1][C:2]1[C:7]([Cl:8])=[CH:6][CH:5]=[CH:4][C:3]=1[S:9]([NH:12][C:13]1[CH:18]=[CH:17][C:16]([O:19]C)=[CH:15][C:14]=1[S:21]([NH2:24])(=[O:23])=[O:22])(=[O:11])=[O:10].B(Br)(Br)Br. Product: [Cl:1][C:2]1[C:7]([Cl:8])=[CH:6][CH:5]=[CH:4][C:3]=1[S:9]([NH:12][C:13]1[CH:18]=[CH:17][C:16]([OH:19])=[CH:15][C:14]=1[S:21]([NH2:24])(=[O:23])=[O:22])(=[O:11])=[O:10]. The catalyst class is: 2. (2) Reactant: [Cl:1][CH2:2][C:3]([O:5][C@H:6]([CH2:35][N:36]([S:41]([C:44]1[CH:52]=[CH:51][C:47]2[O:48][CH2:49][O:50][C:46]=2[CH:45]=1)(=[O:43])=[O:42])[CH2:37][CH:38]([CH3:40])[CH3:39])[C@@H:7]([NH:23][C:24]([O:26][C@@H:27]1[C@H:34]2[C@H:30]([O:31][CH2:32][CH2:33]2)[O:29][CH2:28]1)=[O:25])[CH2:8][C:9]1[CH:14]=[CH:13][C:12]([O:15][CH2:16][C:17]2[N:18]=[C:19]([CH3:22])[S:20][CH:21]=2)=[CH:11][CH:10]=1)=[O:4].[N:53]1[CH:58]=[CH:57][CH:56]=[CH:55][CH:54]=1. Product: [Cl-:1].[O:29]1[C@H:30]2[O:31][CH2:32][CH2:33][C@H:34]2[C@@H:27]([O:26][C:24]([NH:23][C@@H:7]([CH2:8][C:9]2[CH:14]=[CH:13][C:12]([O:15][CH2:16][C:17]3[N:18]=[C:19]([CH3:22])[S:20][CH:21]=3)=[CH:11][CH:10]=2)[C@H:6]([O:5][C:3](=[O:4])[CH2:2][N+:53]2[CH:58]=[CH:57][CH:56]=[CH:55][CH:54]=2)[CH2:35][N:36]([S:41]([C:44]2[CH:52]=[CH:51][C:47]3[O:48][CH2:49][O:50][C:46]=3[CH:45]=2)(=[O:43])=[O:42])[CH2:37][CH:38]([CH3:40])[CH3:39])=[O:25])[CH2:28]1. The catalyst class is: 633.